Dataset: Forward reaction prediction with 1.9M reactions from USPTO patents (1976-2016). Task: Predict the product of the given reaction. (1) Given the reactants [CH:1]([N:4]1[CH:13]=[CH:12][C:11]2[C:6](=[CH:7][CH:8]=[C:9]([C:14]3[N:15]=[N:16][N:17]([C:20]4[CH:21]=[N:22][CH:23]=[CH:24][CH:25]=4)[C:18]=3[CH3:19])[CH:10]=2)[C:5]1=[O:26])([CH3:3])[CH3:2].[H][H], predict the reaction product. The product is: [CH:1]([N:4]1[CH2:13][CH2:12][C:11]2[C:6](=[CH:7][CH:8]=[C:9]([C:14]3[N:15]=[N:16][N:17]([C:20]4[CH:21]=[N:22][CH:23]=[CH:24][CH:25]=4)[C:18]=3[CH3:19])[CH:10]=2)[C:5]1=[O:26])([CH3:3])[CH3:2]. (2) Given the reactants C([BH3-])#N.[Na+].C[Si](Cl)(C)C.[CH2:10]([S:12][C:13]1[N:14]([CH3:31])[N:15]=[C:16]2[C:21]=1[CH:20]=[CH:19][CH:18]=[C:17]2[C:22]1[C:27]([CH3:28])=[CH:26][C:25]([CH3:29])=[CH:24][C:23]=1[CH3:30])[CH3:11].[OH-:32].[Na+].C1C[O:37]CC1, predict the reaction product. The product is: [CH2:10]([S:12]([C:13]1[N:14]([CH3:31])[N:15]=[C:16]2[C:21]=1[CH:20]=[CH:19][CH:18]=[C:17]2[C:22]1[C:23]([CH3:30])=[CH:24][C:25]([CH3:29])=[CH:26][C:27]=1[CH3:28])(=[O:37])=[O:32])[CH3:11]. (3) Given the reactants [N+:1]([C:4]1[CH:5]=[C:6]([C:12]2[O:13][C:14]3[CH:20]=[CH:19][C:18](Br)=[CH:17][C:15]=3[N:16]=2)[CH:7]=[CH:8][C:9]=1[O:10][CH3:11])([O-:3])=[O:2].[C:22]([C:25]1[CH:26]=[C:27](B(O)O)[CH:28]=[CH:29][CH:30]=1)(=[O:24])[CH3:23], predict the reaction product. The product is: [N+:1]([C:4]1[CH:5]=[C:6]([C:12]2[O:13][C:14]3[CH:20]=[CH:19][C:18]([C:29]4[CH:28]=[CH:27][CH:26]=[C:25]([C:22](=[O:24])[CH3:23])[CH:30]=4)=[CH:17][C:15]=3[N:16]=2)[CH:7]=[CH:8][C:9]=1[O:10][CH3:11])([O-:3])=[O:2]. (4) Given the reactants [OH:1][C:2]1[CH:7]=[CH:6][C:5]([CH3:8])=[CH:4][C:3]=1[N:9]1[N:13]=[C:12]2[CH:14]=[CH:15][CH:16]=[CH:17][C:11]2=[N:10]1.N(C(C)(C)C#N)=NC(C)(C)C#N.[Br:30]Br, predict the reaction product. The product is: [OH:1][C:2]1[CH:7]=[CH:6][C:5]([CH2:8][Br:30])=[CH:4][C:3]=1[N:9]1[N:13]=[C:12]2[CH:14]=[CH:15][CH:16]=[CH:17][C:11]2=[N:10]1.